This data is from Catalyst prediction with 721,799 reactions and 888 catalyst types from USPTO. The task is: Predict which catalyst facilitates the given reaction. Reactant: [OH:1][C@H:2]1[CH2:6][CH2:5][NH:4][C:3]1=[O:7].C(=O)([O-])[O-].[Cs+].[Cs+].Br[C:15]1[CH:20]=[CH:19][CH:18]=[CH:17][CH:16]=1.O1CCOCC1. Product: [OH:1][C@H:2]1[CH2:6][CH2:5][N:4]([C:15]2[CH:20]=[CH:19][CH:18]=[CH:17][CH:16]=2)[C:3]1=[O:7]. The catalyst class is: 4.